This data is from Cav3 T-type calcium channel HTS with 100,875 compounds. The task is: Binary Classification. Given a drug SMILES string, predict its activity (active/inactive) in a high-throughput screening assay against a specified biological target. (1) The drug is n1(nc(nn1)N)Cc1ccccc1. The result is 0 (inactive). (2) The compound is s1c(nn2c(nnc12)c1c(occ1)C)c1c(oc(c1)c1ccc(F)cc1)C. The result is 0 (inactive). (3) The compound is O1CCN(CCCNC(=O)c2oc3c(c2)cccc3)CC1. The result is 0 (inactive).